Dataset: Catalyst prediction with 721,799 reactions and 888 catalyst types from USPTO. Task: Predict which catalyst facilitates the given reaction. (1) Reactant: [CH2:1]([CH:4]1[CH2:9][CH2:8][N:7]([C:10]([O:12][C:13]([CH3:16])([CH3:15])[CH3:14])=[O:11])[CH2:6][CH:5]1[C:17]([O:19][CH3:20])=[O:18])[CH:2]=[CH2:3].B1C2CCCC1CCC2.[OH-:30].[Na+].OO. Product: [OH:30][CH2:3][CH2:2][CH2:1][CH:4]1[CH2:9][CH2:8][N:7]([C:10]([O:12][C:13]([CH3:15])([CH3:16])[CH3:14])=[O:11])[CH2:6][CH:5]1[C:17]([O:19][CH3:20])=[O:18]. The catalyst class is: 355. (2) The catalyst class is: 2. Reactant: Cl[CH2:2][C:3]1[S:7][C:6]([CH2:8][CH3:9])=[N:5][CH:4]=1.[C:10]1([CH:16]2[CH2:21][CH2:20][NH:19][CH2:18][CH2:17]2)[CH:15]=[CH:14][CH:13]=[CH:12][CH:11]=1.CCN(C(C)C)C(C)C. Product: [CH2:8]([C:6]1[S:7][C:3]([CH2:2][N:19]2[CH2:20][CH2:21][CH:16]([C:10]3[CH:15]=[CH:14][CH:13]=[CH:12][CH:11]=3)[CH2:17][CH2:18]2)=[CH:4][N:5]=1)[CH3:9]. (3) Reactant: Br[C:2]1[CH:3]=[C:4]2[C:8](=[CH:9][CH:10]=1)[N:7]([C:11]([O:13][C:14]([CH3:17])([CH3:16])[CH3:15])=[O:12])[N:6]=[CH:5]2.[CH:18]1([NH:21][C:22]([C:24]2[CH:25]=[C:26]([F:34])[C:27]([CH3:33])=[C:28](B(O)O)[CH:29]=2)=[O:23])[CH2:20][CH2:19]1.C(=O)([O-])[O-].[Na+].[Na+]. Product: [CH:18]1([NH:21][C:22]([C:24]2[CH:25]=[C:26]([F:34])[C:27]([CH3:33])=[C:28]([C:2]3[CH:3]=[C:4]4[C:8](=[CH:9][CH:10]=3)[N:7]([C:11]([O:13][C:14]([CH3:17])([CH3:16])[CH3:15])=[O:12])[N:6]=[CH:5]4)[CH:29]=2)=[O:23])[CH2:20][CH2:19]1. The catalyst class is: 104.